This data is from Full USPTO retrosynthesis dataset with 1.9M reactions from patents (1976-2016). The task is: Predict the reactants needed to synthesize the given product. (1) Given the product [O:20]=[C:16]1[C:15]2[O:21][C:12]([C:9]3[CH:8]=[CH:7][C:6]([C:2]4([NH:1][C:33](=[O:34])[O:32][C:28]([CH3:31])([CH3:30])[CH3:29])[CH2:3][CH2:4][CH2:5]4)=[CH:11][CH:10]=3)=[C:13]([C:22]3[CH:27]=[CH:26][CH:25]=[CH:24][CH:23]=3)[C:14]=2[CH:19]=[CH:18][NH:17]1, predict the reactants needed to synthesize it. The reactants are: [NH2:1][C:2]1([C:6]2[CH:11]=[CH:10][C:9]([C:12]3[O:21][C:15]4[C:16](=[O:20])[NH:17][CH:18]=[CH:19][C:14]=4[C:13]=3[C:22]3[CH:27]=[CH:26][CH:25]=[CH:24][CH:23]=3)=[CH:8][CH:7]=2)[CH2:5][CH2:4][CH2:3]1.[C:28]([O:32][C:33](O[C:33]([O:32][C:28]([CH3:31])([CH3:30])[CH3:29])=[O:34])=[O:34])([CH3:31])([CH3:30])[CH3:29]. (2) Given the product [OH:5][CH2:4][CH2:3][CH:2]([NH:1][C:16](=[O:17])[O:18][C:19]([CH3:22])([CH3:21])[CH3:20])[C:6]1[CH:11]=[CH:10][CH:9]=[C:8]([C:12]([F:13])([F:14])[F:15])[CH:7]=1, predict the reactants needed to synthesize it. The reactants are: [NH2:1][CH:2]([C:6]1[CH:11]=[CH:10][CH:9]=[C:8]([C:12]([F:15])([F:14])[F:13])[CH:7]=1)[CH2:3][CH2:4][OH:5].[C:16](O[C:16]([O:18][C:19]([CH3:22])([CH3:21])[CH3:20])=[O:17])([O:18][C:19]([CH3:22])([CH3:21])[CH3:20])=[O:17]. (3) Given the product [CH3:27][N:4]([CH3:3])[CH:5]1[CH2:10][CH2:9][N:8]([C:11](=[O:26])[CH2:12][CH2:13][C:14]2[N:15]([CH2:19][CH2:20][C:21]([OH:23])=[O:22])[CH:16]=[CH:17][N:18]=2)[CH2:7][CH2:6]1, predict the reactants needed to synthesize it. The reactants are: [OH-].[Na+].[CH3:3][N:4]([CH3:27])[CH:5]1[CH2:10][CH2:9][N:8]([C:11](=[O:26])[CH2:12][CH2:13][C:14]2[N:15]([CH2:19][CH2:20][C:21]([O:23]CC)=[O:22])[CH:16]=[CH:17][N:18]=2)[CH2:7][CH2:6]1.Cl. (4) Given the product [CH:1]1[CH:10]=[C:9]2[C:11]([O:13][C:14](=[O:15])[C:7]3=[C:8]2[C:3](=[CH:4][C:5]([Br:16])=[CH:6]3)[CH:2]=1)=[O:12], predict the reactants needed to synthesize it. The reactants are: [CH:1]1[CH:2]=[C:3]2[C:8]3=[C:9]([C:11]([O:13][C:14](=[O:15])[C:7]3=[CH:6][CH:5]=[CH:4]2)=[O:12])[CH:10]=1.[Br:16]Br.